This data is from NCI-60 drug combinations with 297,098 pairs across 59 cell lines. The task is: Regression. Given two drug SMILES strings and cell line genomic features, predict the synergy score measuring deviation from expected non-interaction effect. (1) Drug 1: C1CCN(CC1)CCOC2=CC=C(C=C2)C(=O)C3=C(SC4=C3C=CC(=C4)O)C5=CC=C(C=C5)O. Drug 2: C1=CC(=CC=C1C#N)C(C2=CC=C(C=C2)C#N)N3C=NC=N3. Cell line: CCRF-CEM. Synergy scores: CSS=-7.34, Synergy_ZIP=4.43, Synergy_Bliss=-0.164, Synergy_Loewe=-4.17, Synergy_HSA=-6.81. (2) Drug 1: C1CCN(CC1)CCOC2=CC=C(C=C2)C(=O)C3=C(SC4=C3C=CC(=C4)O)C5=CC=C(C=C5)O. Drug 2: CC=C1C(=O)NC(C(=O)OC2CC(=O)NC(C(=O)NC(CSSCCC=C2)C(=O)N1)C(C)C)C(C)C. Cell line: SK-MEL-28. Synergy scores: CSS=30.3, Synergy_ZIP=5.30, Synergy_Bliss=5.12, Synergy_Loewe=-31.3, Synergy_HSA=-1.38. (3) Drug 1: CN(C)C1=NC(=NC(=N1)N(C)C)N(C)C. Drug 2: C(CN)CNCCSP(=O)(O)O. Cell line: A549. Synergy scores: CSS=-7.04, Synergy_ZIP=2.60, Synergy_Bliss=-0.849, Synergy_Loewe=-5.93, Synergy_HSA=-5.19. (4) Drug 1: CC1=C(C(=CC=C1)Cl)NC(=O)C2=CN=C(S2)NC3=CC(=NC(=N3)C)N4CCN(CC4)CCO. Drug 2: CS(=O)(=O)OCCCCOS(=O)(=O)C. Cell line: OVCAR-8. Synergy scores: CSS=11.0, Synergy_ZIP=-6.11, Synergy_Bliss=-4.82, Synergy_Loewe=-15.2, Synergy_HSA=-5.13. (5) Drug 1: CC1C(C(CC(O1)OC2CC(OC(C2O)C)OC3=CC4=CC5=C(C(=O)C(C(C5)C(C(=O)C(C(C)O)O)OC)OC6CC(C(C(O6)C)O)OC7CC(C(C(O7)C)O)OC8CC(C(C(O8)C)O)(C)O)C(=C4C(=C3C)O)O)O)O. Drug 2: N.N.Cl[Pt+2]Cl. Cell line: OVCAR3. Synergy scores: CSS=58.9, Synergy_ZIP=3.28, Synergy_Bliss=5.68, Synergy_Loewe=-6.03, Synergy_HSA=2.04. (6) Drug 1: COC1=CC(=CC(=C1O)OC)C2C3C(COC3=O)C(C4=CC5=C(C=C24)OCO5)OC6C(C(C7C(O6)COC(O7)C8=CC=CS8)O)O. Drug 2: CN(CCCl)CCCl.Cl. Cell line: HL-60(TB). Synergy scores: CSS=88.3, Synergy_ZIP=7.69, Synergy_Bliss=8.30, Synergy_Loewe=3.58, Synergy_HSA=8.68. (7) Drug 1: CC12CCC3C(C1CCC2O)C(CC4=C3C=CC(=C4)O)CCCCCCCCCS(=O)CCCC(C(F)(F)F)(F)F. Drug 2: CN(CC1=CN=C2C(=N1)C(=NC(=N2)N)N)C3=CC=C(C=C3)C(=O)NC(CCC(=O)O)C(=O)O. Cell line: M14. Synergy scores: CSS=19.1, Synergy_ZIP=0.934, Synergy_Bliss=1.99, Synergy_Loewe=-12.4, Synergy_HSA=-1.42.